This data is from Forward reaction prediction with 1.9M reactions from USPTO patents (1976-2016). The task is: Predict the product of the given reaction. (1) Given the reactants C([C:3]1[C:7]([C:8]([O-:10])=[O:9])=[CH:6][NH:5][N:4]=1)C.C(=O)([O-])[O-].[K+].[K+].[CH2:17](Br)[C:18]1[CH:23]=[CH:22][CH:21]=[CH:20][CH:19]=1.[CH3:25][C:26](C)=O, predict the reaction product. The product is: [CH2:17]([N:4]1[CH:3]=[C:7]([C:8]([O:10][CH2:25][CH3:26])=[O:9])[CH:6]=[N:5]1)[C:18]1[CH:23]=[CH:22][CH:21]=[CH:20][CH:19]=1. (2) Given the reactants O1[C:5]2[CH:6]=[CH:7][C:8]([C:10]#[N:11])=[CH:9][C:4]=2[O:3][CH2:2]1.Cl.[NH2:13][OH:14].[OH-:15].[Na+], predict the reaction product. The product is: [OH:14][NH:13][C:10]([C:8]1[CH:7]=[CH:6][C:5]2[O:15][CH2:2][O:3][C:4]=2[CH:9]=1)=[NH:11]. (3) The product is: [CH2:34]([O:41]/[N:42]=[C:8]1/[C:9]2[C:10]([CH2:11][C:12]3[CH:17]=[CH:16][CH:15]=[CH:14][C:13]=3[S:18]([N:21]3[CH2:22][CH2:23][CH2:24][CH2:25]3)(=[O:19])=[O:20])=[C:2]([CH3:1])[N:3]([CH2:29][C:30]([OH:32])=[O:31])[C:4]=2[CH2:5][C:6]([CH3:27])([CH3:28])[CH2:7]/1)[C:35]1[CH:40]=[CH:39][CH:38]=[CH:37][CH:36]=1. Given the reactants [CH3:1][C:2]1[N:3]([CH2:29][C:30]([OH:32])=[O:31])[C:4]2[CH2:5][C:6]([CH3:28])([CH3:27])[CH2:7][C:8](=O)[C:9]=2[C:10]=1[CH2:11][C:12]1[CH:17]=[CH:16][CH:15]=[CH:14][C:13]=1[S:18]([N:21]1[CH2:25][CH2:24][CH2:23][CH2:22]1)(=[O:20])=[O:19].Cl.[CH2:34]([O:41][NH2:42])[C:35]1[CH:40]=[CH:39][CH:38]=[CH:37][CH:36]=1.[OH-].[Na+], predict the reaction product.